This data is from Reaction yield outcomes from USPTO patents with 853,638 reactions. The task is: Predict the reaction yield, written as a fraction of the theoretical maximum amount of product (1.0 means a 100% yield; for example, 0.34 means a 34% yield). The reactants are [OH:1][N:2]=[C:3]([C:10]1[N:14]([CH3:15])[N:13]=[N:12][N:11]=1)[C:4]1[CH:9]=[CH:8][CH:7]=[CH:6][CH:5]=1.Br[CH:17]([C:19]1[N:24]=[C:23]([NH:25][C:26](=[O:31])[C:27]([CH3:30])([CH3:29])[CH3:28])[CH:22]=[CH:21][CH:20]=1)[CH3:18].C(=O)([O-])[O-].[Cs+].[Cs+].[I-].[K+]. The product is [CH3:28][C:27]([CH3:29])([CH3:30])[C:26]([NH:25][C:23]1[CH:22]=[CH:21][CH:20]=[C:19]([CH:17]([O:1][N:2]=[C:3]([C:10]2[N:14]([CH3:15])[N:13]=[N:12][N:11]=2)[C:4]2[CH:5]=[CH:6][CH:7]=[CH:8][CH:9]=2)[CH3:18])[N:24]=1)=[O:31]. The yield is 0.880. The catalyst is C1OCCOC1.